From a dataset of Forward reaction prediction with 1.9M reactions from USPTO patents (1976-2016). Predict the product of the given reaction. Given the reactants [C:1]([O:5][C:6]([NH:8][CH:9]([C:32]([CH3:35])([CH3:34])[CH3:33])[C:10]([N:12]1[CH:16]([C:17](O)=[O:18])[CH2:15][CH:14]([O:20][C:21]([N:23]2[CH2:31][C:30]3[C:25](=[CH:26][CH:27]=[CH:28][CH:29]=3)[CH2:24]2)=[O:22])[CH2:13]1)=[O:11])=[O:7])([CH3:4])([CH3:3])[CH3:2].F[P-](F)(F)(F)(F)F.N1(O[P+](N(C)C)(N(C)C)N(C)C)C2C=CC=CC=2N=N1.C(N(C(C)C)C(C)C)C.Cl.[CH3:73][C:74]12[O:82][B:81]([CH:83]([NH2:86])[CH2:84][CH3:85])[O:80][CH:79]1[CH2:78][CH:77]1[CH2:87][CH:75]2[C:76]1([CH3:89])[CH3:88].C(O)(=O)CC(CC(O)=O)(C(O)=O)O, predict the reaction product. The product is: [C:1]([O:5][C:6]([NH:8][CH:9]([C:32]([CH3:35])([CH3:34])[CH3:33])[C:10]([N:12]1[CH:16]([C:17](=[O:18])[NH:86][CH:83]([B:81]2[O:80][CH:79]3[C:74]([CH3:73])([CH:75]4[CH2:87][CH:77]([CH2:78]3)[C:76]4([CH3:88])[CH3:89])[O:82]2)[CH2:84][CH3:85])[CH2:15][CH:14]([O:20][C:21]([N:23]2[CH2:31][C:30]3[C:25](=[CH:26][CH:27]=[CH:28][CH:29]=3)[CH2:24]2)=[O:22])[CH2:13]1)=[O:11])=[O:7])([CH3:4])([CH3:3])[CH3:2].